From a dataset of Reaction yield outcomes from USPTO patents with 853,638 reactions. Predict the reaction yield, written as a fraction of the theoretical maximum amount of product (1.0 means a 100% yield; for example, 0.34 means a 34% yield). (1) The reactants are [CH2:1]([O:3][C:4]([C:6]1[C:15]2[C:10](=[CH:11][C:12]([O:18][CH3:19])=[C:13]([O:16][CH3:17])[CH:14]=2)[CH2:9][CH2:8][N:7]=1)=[O:5])[CH3:2].C(N(CC)CC)C.[C:27](O[C:27]([O:29][C:30]([CH3:33])([CH3:32])[CH3:31])=[O:28])([O:29][C:30]([CH3:33])([CH3:32])[CH3:31])=[O:28]. The catalyst is CCO.C(Cl)Cl.[Pd]. The product is [CH2:1]([O:3][C:4]([CH:6]1[C:15]2[C:10](=[CH:11][C:12]([O:18][CH3:19])=[C:13]([O:16][CH3:17])[CH:14]=2)[CH2:9][CH2:8][N:7]1[C:27]([O:29][C:30]([CH3:33])([CH3:32])[CH3:31])=[O:28])=[O:5])[CH3:2]. The yield is 0.970. (2) The reactants are O[CH2:2][C:3]1[CH:12]=[N:11][C:10]2[N:9]3[CH2:13][CH2:14][CH2:15][C@H:8]3[C:7](=[O:16])[NH:6][C:5]=2[CH:4]=1.Cl.[CH2:18]([NH:20][C:21](=[O:35])[C:22]1[CH:27]=[CH:26][C:25]([N:28]2[CH2:33][CH2:32][NH:31][CH2:30][CH2:29]2)=[CH:24][C:23]=1[F:34])[CH3:19].[I-].C(C[P+](C)(C)C)#N.C(N(CC)C(C)C)(C)C. The catalyst is C(#N)CC. The product is [CH2:18]([NH:20][C:21](=[O:35])[C:22]1[CH:27]=[CH:26][C:25]([N:28]2[CH2:33][CH2:32][N:31]([CH2:2][C:3]3[CH:12]=[N:11][C:10]4[N:9]5[CH2:13][CH2:14][CH2:15][C@H:8]5[C:7](=[O:16])[NH:6][C:5]=4[CH:4]=3)[CH2:30][CH2:29]2)=[CH:24][C:23]=1[F:34])[CH3:19]. The yield is 0.181. (3) The reactants are [Cl:1][C:2]1[C:3]([CH3:12])=[CH:4][C:5]([F:11])=[C:6]([CH:10]=1)[C:7](O)=[O:8].[CH3:13][S:14]([NH2:17])(=[O:16])=[O:15].Cl.CN(C)CCCN=C=NCC. The catalyst is C(Cl)Cl.CN(C)C1C=CN=CC=1. The product is [Cl:1][C:2]1[C:3]([CH3:12])=[CH:4][C:5]([F:11])=[C:6]([CH:10]=1)[C:7]([NH:17][S:14]([CH3:13])(=[O:16])=[O:15])=[O:8]. The yield is 0.450.